This data is from Catalyst prediction with 721,799 reactions and 888 catalyst types from USPTO. The task is: Predict which catalyst facilitates the given reaction. Reactant: [OH:1][N:2]=[C:3]([C:5]1[CH:10]=[CH:9][C:8]([CH2:11][N:12]2[C:20]3[C:15](=[CH:16][CH:17]=[CH:18][CH:19]=3)[C:14]3([CH2:24][O:23][C:22]4[CH:25]=[C:26]5[C:30](=[CH:31][C:21]3=4)[CH2:29][CH2:28][O:27]5)[C:13]2=[O:32])=[CH:7][CH:6]=1)[NH2:4].[F:33][C:34]([F:45])([F:44])[C:35](O[C:35](=O)[C:34]([F:45])([F:44])[F:33])=O. Product: [F:33][C:34]([F:45])([F:44])[C:35]1[O:1][N:2]=[C:3]([C:5]2[CH:10]=[CH:9][C:8]([CH2:11][N:12]3[C:20]4[C:15](=[CH:16][CH:17]=[CH:18][CH:19]=4)[C:14]4([CH2:24][O:23][C:22]5[CH:25]=[C:26]6[C:30](=[CH:31][C:21]4=5)[CH2:29][CH2:28][O:27]6)[C:13]3=[O:32])=[CH:7][CH:6]=2)[N:4]=1. The catalyst class is: 17.